This data is from Full USPTO retrosynthesis dataset with 1.9M reactions from patents (1976-2016). The task is: Predict the reactants needed to synthesize the given product. (1) The reactants are: [N+:1]([C:4]1[CH:12]=[CH:11][CH:10]=[C:9]2[C:5]=1[CH:6]=[N:7][NH:8]2)([O-:3])=[O:2].[C:13]([O:17][C:18](O[C:18]([O:17][C:13]([CH3:16])([CH3:15])[CH3:14])=[O:19])=[O:19])([CH3:16])([CH3:15])[CH3:14]. Given the product [N+:1]([C:4]1[CH:12]=[CH:11][CH:10]=[C:9]2[C:5]=1[CH:6]=[N:7][N:8]2[C:18]([O:17][C:13]([CH3:16])([CH3:15])[CH3:14])=[O:19])([O-:3])=[O:2], predict the reactants needed to synthesize it. (2) Given the product [C:1]([C:3]1[CH:4]=[C:5]([CH:6]=[CH:7][CH:8]=1)[O:9][C:21]1[CH:22]=[CH:23][C:18]([C:17]([NH:16][CH2:15][C:14]2[CH:26]=[CH:27][C:28]([Cl:30])=[CH:29][C:13]=2[Cl:12])=[O:25])=[CH:19][N:20]=1)#[N:2], predict the reactants needed to synthesize it. The reactants are: [C:1]([C:3]1[CH:4]=[C:5]([OH:9])[CH:6]=[CH:7][CH:8]=1)#[N:2].[H-].[Na+].[Cl:12][C:13]1[CH:29]=[C:28]([Cl:30])[CH:27]=[CH:26][C:14]=1[CH2:15][NH:16][C:17](=[O:25])[C:18]1[CH:23]=[CH:22][C:21](F)=[N:20][CH:19]=1. (3) Given the product [C:1]([OH:24])(=[O:23])[CH2:2][CH2:3][CH2:4][CH2:5][CH2:6][CH2:7][CH2:8][CH2:9][CH2:10][CH2:11][CH2:12][CH2:13][CH2:14][CH2:15][CH3:16], predict the reactants needed to synthesize it. The reactants are: [C:1]([O:24]C(OCCCCCCCC)C(CO)O)(=[O:23])[CH2:2][CH2:3][CH2:4][CH2:5][CH2:6][CH2:7][CH2:8][CH2:9][CH2:10][CH2:11][CH2:12][CH2:13][CH2:14][CH2:15][CH2:16]CCCCCC.C([O-])(=O)CCCCCCCCCCCCCCC.